From a dataset of Blood-brain barrier permeability classification from the B3DB database. Regression/Classification. Given a drug SMILES string, predict its absorption, distribution, metabolism, or excretion properties. Task type varies by dataset: regression for continuous measurements (e.g., permeability, clearance, half-life) or binary classification for categorical outcomes (e.g., BBB penetration, CYP inhibition). Dataset: b3db_classification. The drug is CN(C)C[C@H]1CO[C@@]2(O1)c1ccccc1COc1ccccc12. The result is 1 (penetrates BBB).